From a dataset of Full USPTO retrosynthesis dataset with 1.9M reactions from patents (1976-2016). Predict the reactants needed to synthesize the given product. (1) The reactants are: [H-].[Na+].[Cl:3][C:4]1[CH:9]=[CH:8][C:7]([CH:10]([NH:14][C:15](=[O:21])[O:16][C:17]([CH3:20])([CH3:19])[CH3:18])[CH2:11][CH2:12][OH:13])=[CH:6][CH:5]=1.[CH3:22]I. Given the product [Cl:3][C:4]1[CH:9]=[CH:8][C:7]([CH:10]([NH:14][C:15](=[O:21])[O:16][C:17]([CH3:18])([CH3:20])[CH3:19])[CH2:11][CH2:12][O:13][CH3:22])=[CH:6][CH:5]=1, predict the reactants needed to synthesize it. (2) Given the product [ClH:20].[C:16]([C:4]1[CH:3]=[C:2]([C:24]2[CH:23]=[N:22][C:21]([Cl:20])=[CH:26][CH:25]=2)[C:11]([OH:10])=[C:6]([CH2:7][NH:8][C:12]([CH3:13])([CH3:14])[CH3:15])[CH:5]=1)([CH3:17])([CH3:18])[CH3:19], predict the reactants needed to synthesize it. The reactants are: Br[C:2]1[C:11]2[O:10]C[N:8]([C:12]([CH3:15])([CH3:14])[CH3:13])[CH2:7][C:6]=2[CH:5]=[C:4]([C:16]([CH3:19])([CH3:18])[CH3:17])[CH:3]=1.[Cl:20][C:21]1[CH:26]=[CH:25][C:24](B(O)O)=[CH:23][N:22]=1. (3) Given the product [C:10]1([C:7]2[CH:6]=[C:5]([CH2:1][CH2:17][C@H:16]([OH:19])[CH2:18][OH:41])[NH:9][N:8]=2)[CH:15]=[CH:14][CH:13]=[CH:12][CH:11]=1, predict the reactants needed to synthesize it. The reactants are: [CH2:1]([C:5]1[NH:9][N:8]=[C:7]([C:10]2[CH:15]=[CH:14][CH:13]=[CH:12][CH:11]=2)[CH:6]=1)CC=C.[CH:16]([OH:19])([CH3:18])[CH3:17].CC[C@@H]1[C@@H]2C[C@H]([C@@H](OC3C4C(=CC=CC=4)C(O[C@@H](C4C=CN=C5C=4C=C(OC)C=C5)[C@@H]4N5C[C@H](CC)[C@@H](CC5)C4)=NN=3)C3C=CN=C4C=3C=C([O:41]C)C=C4)N(CC2)C1. (4) Given the product [CH2:1]([C@@H:5]1[N:10]([C:31]([C@@H:29]2[CH2:30][C@H:28]2[C:22]2[CH:27]=[CH:26][CH:25]=[CH:24][CH:23]=2)=[O:32])[CH2:9][C@H:8]([C:11]2[CH:16]=[CH:15][C:14]([C:17]([F:20])([F:18])[F:19])=[CH:13][CH:12]=2)[NH:7][C:6]1=[O:21])[CH:2]([CH3:4])[CH3:3], predict the reactants needed to synthesize it. The reactants are: [CH2:1]([C@@H:5]1[NH:10][CH2:9][C@H:8]([C:11]2[CH:16]=[CH:15][C:14]([C:17]([F:20])([F:19])[F:18])=[CH:13][CH:12]=2)[NH:7][C:6]1=[O:21])[CH:2]([CH3:4])[CH3:3].[C:22]1([C@@H:28]2[CH2:30][C@H:29]2[C:31](O)=[O:32])[CH:27]=[CH:26][CH:25]=[CH:24][CH:23]=1.C([C@@H]1N(C([C@@H]2C[C@H]2C2C=CC=CC=2)=O)C[C@H](CC(C)C)NC1=O)C(C)C.